This data is from Forward reaction prediction with 1.9M reactions from USPTO patents (1976-2016). The task is: Predict the product of the given reaction. (1) Given the reactants [CH3:1][C:2]1[CH:7]=[CH:6][C:5]([CH:8]([OH:10])[CH3:9])=[CH:4][C:3]=1[N+:11]([O-])=O, predict the reaction product. The product is: [NH2:11][C:3]1[CH:4]=[C:5]([CH:8]([OH:10])[CH3:9])[CH:6]=[CH:7][C:2]=1[CH3:1]. (2) Given the reactants [C:1](=[O:4])([O-])[O-].[K+].[K+].[Cl:7][C:8]1[CH:9]=[C:10]([C@@H:18]([CH2:30][CH:31]2[CH2:35][CH2:34][CH2:33][CH2:32]2)[C:19]([NH:21][C:22]2[CH:27]=[N:26][C:25](C=C)=[CH:24][N:23]=2)=[O:20])[CH:11]=[CH:12][C:13]=1[S:14]([CH3:17])(=[O:16])=[O:15].[C:36](OCC)(=[O:38])C.S(S([O-])=O)([O-])(=O)=O.[Na+].[Na+], predict the reaction product. The product is: [Cl:7][C:8]1[CH:9]=[C:10]([C@@H:18]([CH2:30][CH:31]2[CH2:35][CH2:34][CH2:33][CH2:32]2)[C:19]([NH:21][C:22]2[CH:27]=[N:26][C:25]([C@H:1]([OH:4])[CH2:36][OH:38])=[CH:24][N:23]=2)=[O:20])[CH:11]=[CH:12][C:13]=1[S:14]([CH3:17])(=[O:16])=[O:15]. (3) The product is: [CH2:23]([N:4]([CH2:1][CH2:2][CH3:3])[CH2:5][CH2:6][CH2:7][CH2:8][C:9]1[N:10]([CH2:20][CH2:21][CH3:22])[C:11]2[CH:17]=[C:16]([CH2:18][N:49]3[C:45](=[O:55])[C:46]4[C:47](=[CH:51][CH:52]=[CH:53][CH:54]=4)[C:48]3=[O:50])[CH:15]=[CH:14][C:12]=2[N:13]=1)[CH2:24][CH3:25]. Given the reactants [CH2:1]([N:4]([CH2:23][CH2:24][CH3:25])[CH2:5][CH2:6][CH2:7][CH2:8][C:9]1[N:10]([CH2:20][CH2:21][CH3:22])[C:11]2[CH:17]=[C:16]([CH2:18]O)[CH:15]=[CH:14][C:12]=2[N:13]=1)[CH2:2][CH3:3].C1(P(C2C=CC=CC=2)C2C=CC=CC=2)C=CC=CC=1.[C:45]1(=[O:55])[NH:49][C:48](=[O:50])[C:47]2=[CH:51][CH:52]=[CH:53][CH:54]=[C:46]12.N(C(OCC)=O)=NC(OCC)=O.C1(C)C=CC=CC=1, predict the reaction product.